Dataset: Full USPTO retrosynthesis dataset with 1.9M reactions from patents (1976-2016). Task: Predict the reactants needed to synthesize the given product. (1) Given the product [CH:1]1([C:4]2[CH:5]=[N:6][N:7]([C:9]3[N:14]=[CH:13][C:12]([NH:15][CH:16]([C:20]4[CH:30]=[CH:29][C:23]([C:24]([OH:26])=[O:25])=[CH:22][CH:21]=4)[CH2:17][CH2:18][CH3:19])=[CH:11][CH:10]=3)[CH:8]=2)[CH2:3][CH2:2]1, predict the reactants needed to synthesize it. The reactants are: [CH:1]1([C:4]2[CH:5]=[N:6][N:7]([C:9]3[N:14]=[CH:13][C:12]([NH:15][CH:16]([C:20]4[CH:30]=[CH:29][C:23]([C:24]([O:26]CC)=[O:25])=[CH:22][CH:21]=4)[CH2:17][CH2:18][CH3:19])=[CH:11][CH:10]=3)[CH:8]=2)[CH2:3][CH2:2]1.O1CCCC1.[OH-].[Li+]. (2) The reactants are: [CH2:1]([C:4]1[C:5]([NH:12][C:13]2[CH:18]=[CH:17][C:16]([Cl:19])=[CH:15][CH:14]=2)=[N:6][C:7]([Cl:11])=[N:8][C:9]=1[Cl:10])[CH:2]=C.CN1CC[O:24]CC1. Given the product [Cl:11][C:7]1[N:8]=[C:9]([Cl:10])[C:4]([CH2:1][CH:2]=[O:24])=[C:5]([NH:12][C:13]2[CH:18]=[CH:17][C:16]([Cl:19])=[CH:15][CH:14]=2)[N:6]=1, predict the reactants needed to synthesize it.